This data is from NCI-60 drug combinations with 297,098 pairs across 59 cell lines. The task is: Regression. Given two drug SMILES strings and cell line genomic features, predict the synergy score measuring deviation from expected non-interaction effect. (1) Drug 1: COC1=C2C(=CC3=C1OC=C3)C=CC(=O)O2. Drug 2: N.N.Cl[Pt+2]Cl. Cell line: SW-620. Synergy scores: CSS=27.8, Synergy_ZIP=-4.56, Synergy_Bliss=-0.432, Synergy_Loewe=-11.0, Synergy_HSA=0.849. (2) Drug 1: CS(=O)(=O)CCNCC1=CC=C(O1)C2=CC3=C(C=C2)N=CN=C3NC4=CC(=C(C=C4)OCC5=CC(=CC=C5)F)Cl. Drug 2: C1=NNC2=C1C(=O)NC=N2. Cell line: NCIH23. Synergy scores: CSS=3.94, Synergy_ZIP=-3.47, Synergy_Bliss=-1.89, Synergy_Loewe=0.241, Synergy_HSA=0.444. (3) Drug 1: C1=CC(=C2C(=C1NCCNCCO)C(=O)C3=C(C=CC(=C3C2=O)O)O)NCCNCCO. Drug 2: CC1C(C(CC(O1)OC2CC(CC3=C2C(=C4C(=C3O)C(=O)C5=C(C4=O)C(=CC=C5)OC)O)(C(=O)C)O)N)O.Cl. Cell line: TK-10. Synergy scores: CSS=44.2, Synergy_ZIP=2.13, Synergy_Bliss=6.58, Synergy_Loewe=6.04, Synergy_HSA=9.28. (4) Drug 1: CN1CCC(CC1)COC2=C(C=C3C(=C2)N=CN=C3NC4=C(C=C(C=C4)Br)F)OC. Drug 2: C(CN)CNCCSP(=O)(O)O. Cell line: SK-MEL-2. Synergy scores: CSS=0.831, Synergy_ZIP=0.253, Synergy_Bliss=2.40, Synergy_Loewe=0.412, Synergy_HSA=0.366. (5) Cell line: SN12C. Drug 1: CCCCC(=O)OCC(=O)C1(CC(C2=C(C1)C(=C3C(=C2O)C(=O)C4=C(C3=O)C=CC=C4OC)O)OC5CC(C(C(O5)C)O)NC(=O)C(F)(F)F)O. Synergy scores: CSS=12.6, Synergy_ZIP=-1.43, Synergy_Bliss=-0.654, Synergy_Loewe=1.52, Synergy_HSA=-0.198. Drug 2: C#CCC(CC1=CN=C2C(=N1)C(=NC(=N2)N)N)C3=CC=C(C=C3)C(=O)NC(CCC(=O)O)C(=O)O. (6) Drug 1: CN1CCC(CC1)COC2=C(C=C3C(=C2)N=CN=C3NC4=C(C=C(C=C4)Br)F)OC. Drug 2: C(CCl)NC(=O)N(CCCl)N=O. Cell line: UO-31. Synergy scores: CSS=19.5, Synergy_ZIP=-6.47, Synergy_Bliss=-0.900, Synergy_Loewe=-16.6, Synergy_HSA=-0.423. (7) Drug 1: CC1=C2C(C(=O)C3(C(CC4C(C3C(C(C2(C)C)(CC1OC(=O)C(C(C5=CC=CC=C5)NC(=O)OC(C)(C)C)O)O)OC(=O)C6=CC=CC=C6)(CO4)OC(=O)C)O)C)O. Drug 2: CC1CCCC2(C(O2)CC(NC(=O)CC(C(C(=O)C(C1O)C)(C)C)O)C(=CC3=CSC(=N3)C)C)C. Cell line: CCRF-CEM. Synergy scores: CSS=68.2, Synergy_ZIP=-0.304, Synergy_Bliss=-0.758, Synergy_Loewe=-0.505, Synergy_HSA=0.256.